This data is from Full USPTO retrosynthesis dataset with 1.9M reactions from patents (1976-2016). The task is: Predict the reactants needed to synthesize the given product. (1) Given the product [Br:14][C:3]1[C:2]([Br:1])=[CH:7][C:6]([N+:8]([O-:10])=[O:9])=[CH:5][N:4]=1, predict the reactants needed to synthesize it. The reactants are: [Br:1][C:2]1[C:3](O)=[N:4][CH:5]=[C:6]([N+:8]([O-:10])=[O:9])[CH:7]=1.P(Br)(Br)([Br:14])=O.P(Br)(Br)Br. (2) Given the product [CH:1]([C:4]1[CH:9]=[CH:8][CH:7]=[C:6]([CH:10]([CH3:12])[CH3:11])[C:5]=1[N:13]1[C:35](=[O:36])[C:32]2[C:33]3[C:34]4[C:29](=[CH:30][CH:31]=2)[C:28]2[C:37]5[C:24]([C:25]([C:38]#[C:39][CH2:40][CH2:41][CH2:42][CH2:43][O:44][C:52](=[O:56])[C:53]([CH3:55])=[CH2:54])=[CH:26][CH:27]=2)=[CH:23][CH:22]=[CH:21][C:20]=5[C:19]=4[CH:18]=[CH:17][C:16]=3[C:14]1=[O:15])([CH3:2])[CH3:3], predict the reactants needed to synthesize it. The reactants are: [CH:1]([C:4]1[CH:9]=[CH:8][CH:7]=[C:6]([CH:10]([CH3:12])[CH3:11])[C:5]=1[N:13]1[C:35](=[O:36])[C:32]2[C:33]3[C:34]4[C:29](=[CH:30][CH:31]=2)[C:28]2[C:37]5[C:24]([C:25]([C:38]#[C:39][CH2:40][CH2:41][CH2:42][CH2:43][OH:44])=[CH:26][CH:27]=2)=[CH:23][CH:22]=[CH:21][C:20]=5[C:19]=4[CH:18]=[CH:17][C:16]=3[C:14]1=[O:15])([CH3:3])[CH3:2].C(N(CC)CC)C.[C:52](Cl)(=[O:56])[C:53]([CH3:55])=[CH2:54].O.